Dataset: Forward reaction prediction with 1.9M reactions from USPTO patents (1976-2016). Task: Predict the product of the given reaction. (1) The product is: [OH:28][CH2:25][CH2:23][O:26][C:2]1[C:3]([N:8]2[CH2:14][CH2:13][CH2:12][N:11]([C:15]([O:17][C:18]([CH3:21])([CH3:20])[CH3:19])=[O:16])[CH2:10][CH2:9]2)=[N:4][CH:5]=[CH:6][N:7]=1. Given the reactants Cl[C:2]1[C:3]([N:8]2[CH2:14][CH2:13][CH2:12][N:11]([C:15]([O:17][C:18]([CH3:21])([CH3:20])[CH3:19])=[O:16])[CH2:10][CH2:9]2)=[N:4][CH:5]=[CH:6][N:7]=1.C[C:23]([O-:26])([CH3:25])C.[K+].[OH2:28], predict the reaction product. (2) The product is: [F:13][C:2]([F:1])([C:6]1[CH:11]=[CH:10][C:9]([F:12])=[CH:8][CH:7]=1)[C:3]([NH:47][C:48]1[S:49][CH:50]=[CH:51][C:52]=1[C:53]([NH2:55])=[O:54])=[O:5]. Given the reactants [F:1][C:2]([F:13])([C:6]1[CH:11]=[CH:10][C:9]([F:12])=[CH:8][CH:7]=1)[C:3]([OH:5])=O.CN(C(ON1N=NC2C=CC=NC1=2)=[N+](C)C)C.F[P-](F)(F)(F)(F)F.CCN(C(C)C)C(C)C.[NH2:47][C:48]1[S:49][CH:50]=[CH:51][C:52]=1[C:53]([NH2:55])=[O:54], predict the reaction product. (3) Given the reactants [C:1]1([C:7]2[NH:8][C:9](=[S:12])[O:10][CH:11]=2)[CH:6]=[CH:5][CH:4]=[CH:3][CH:2]=1.Br[CH2:14][C:15]1[C:20]([CH3:21])=[CH:19][CH:18]=[CH:17][C:16]=1[N:22]1[C:26](=[O:27])[N:25]([CH3:28])[N:24]=[N:23]1.C(=O)([O-])[O-].[K+].[K+].CN(C)C=O, predict the reaction product. The product is: [C:1]1([C:7]2[N:8]=[C:9]([S:12][CH2:14][C:15]3[C:20]([CH3:21])=[CH:19][CH:18]=[CH:17][C:16]=3[N:22]3[C:26](=[O:27])[N:25]([CH3:28])[N:24]=[N:23]3)[O:10][CH:11]=2)[CH:2]=[CH:3][CH:4]=[CH:5][CH:6]=1.